Task: Predict the reactants needed to synthesize the given product.. Dataset: Retrosynthesis with 50K atom-mapped reactions and 10 reaction types from USPTO Given the product C[C@H](NC(=O)C(CS)Cc1ccccc1)C(=O)N1CCC[C@H]1C(=O)O, predict the reactants needed to synthesize it. The reactants are: CC(=O)SCC(Cc1ccccc1)C(=O)N[C@@H](C)C(=O)N1CCC[C@H]1C(=O)O.